This data is from Forward reaction prediction with 1.9M reactions from USPTO patents (1976-2016). The task is: Predict the product of the given reaction. (1) Given the reactants [C:1]([O:5][C:6]([N:8]1[CH2:13][CH2:12][CH:11]([O:14][CH2:15][C:16]2[N:20]=[C:19]([C:21]3[O:29][C:28]4[CH:27]=[CH:26][N:25]=[C:24]([CH2:30]O)[C:23]=4[CH:22]=3)[O:18][N:17]=2)[CH2:10][CH2:9]1)=[O:7])([CH3:4])([CH3:3])[CH3:2].C[CH2:33][N:34](CC)[CH2:35]C.CS(Cl)(=O)=O.N(C)C, predict the reaction product. The product is: [C:1]([O:5][C:6]([N:8]1[CH2:9][CH2:10][CH:11]([O:14][CH2:15][C:16]2[N:20]=[C:19]([C:21]3[O:29][C:28]4[CH:27]=[CH:26][N:25]=[C:24]([CH2:30][N:34]([CH3:35])[CH3:33])[C:23]=4[CH:22]=3)[O:18][N:17]=2)[CH2:12][CH2:13]1)=[O:7])([CH3:3])([CH3:4])[CH3:2]. (2) Given the reactants [N:1]1([CH2:6][C:7]2[CH:34]=[CH:33][C:10]([CH2:11][N:12]3[CH:20]=[C:19]4[C:14]([N:15]=[CH:16][N:17]=[C:18]4[NH:21][CH2:22][C:23]4[C:28](Cl)=[CH:27][CH:26]=[C:25]([O:30][CH3:31])[C:24]=4[F:32])=[N:13]3)=[CH:9][CH:8]=2)[CH:5]=[CH:4][CH:3]=[N:2]1.C1(P(C2CCCCC2)C2C=CC=CC=2C2C(OC)=CC=CC=2OC)CCCCC1.N#N.[CH3:66][N:67]1CCCC1=O, predict the reaction product. The product is: [N:1]1([CH2:6][C:7]2[CH:34]=[CH:33][C:10]([CH2:11][N:12]3[CH:20]=[C:19]4[C:14]([N:15]=[CH:16][N:17]=[C:18]4[NH:21][CH2:22][C:23]4[C:24]([F:32])=[C:25]([O:30][CH3:31])[CH:26]=[CH:27][C:28]=4[C:66]#[N:67])=[N:13]3)=[CH:9][CH:8]=2)[CH:5]=[CH:4][CH:3]=[N:2]1.